From a dataset of Catalyst prediction with 721,799 reactions and 888 catalyst types from USPTO. Predict which catalyst facilitates the given reaction. (1) Reactant: CC1C=CC(S(O[CH2:12][CH2:13][CH2:14][CH2:15][C:16]2[C:24]3[C:19](=[CH:20][CH:21]=[C:22]([C:25]#[N:26])[CH:23]=3)[NH:18][CH:17]=2)(=O)=O)=CC=1.[CH3:27][O:28][C:29]1[CH:34]=[C:33]([CH3:35])[N:32]=[C:31]([N:36]2[CH2:41][CH2:40][NH:39][CH2:38][CH2:37]2)[N:30]=1.C(=O)([O-])[O-].[K+].[K+].[I-].[K+]. Product: [CH3:27][O:28][C:29]1[CH:34]=[C:33]([CH3:35])[N:32]=[C:31]([N:36]2[CH2:37][CH2:38][N:39]([CH2:12][CH2:13][CH2:14][CH2:15][C:16]3[C:24]4[C:19](=[CH:20][CH:21]=[C:22]([C:25]#[N:26])[CH:23]=4)[NH:18][CH:17]=3)[CH2:40][CH2:41]2)[N:30]=1. The catalyst class is: 10. (2) Reactant: Cl[C:2](=[O:8])[C:3]([O:5][CH2:6][CH3:7])=[O:4].[Cl-].[Al+3].[Cl-].[Cl-].[Br:13][C:14]1[CH:18]=[C:17]([CH3:19])[S:16][C:15]=1[CH3:20].O. Product: [Br:13][C:14]1[C:18]([C:2](=[O:8])[C:3]([O:5][CH2:6][CH3:7])=[O:4])=[C:17]([CH3:19])[S:16][C:15]=1[CH3:20]. The catalyst class is: 4. (3) Reactant: C[O:2][C:3]1[CH:4]=[C:5]2[C:10](=[CH:11][CH:12]=1)[CH:9]=[C:8]([C@H:13]([CH3:17])[C:14]([OH:16])=[O:15])[CH:7]=[CH:6]2. Product: [OH:2][C:3]1[CH:4]=[C:5]2[C:10](=[CH:11][CH:12]=1)[CH:9]=[C:8]([C@H:13]([CH3:17])[C:14]([OH:16])=[O:15])[CH:7]=[CH:6]2. The catalyst class is: 201.